This data is from Peptide-MHC class I binding affinity with 185,985 pairs from IEDB/IMGT. The task is: Regression. Given a peptide amino acid sequence and an MHC pseudo amino acid sequence, predict their binding affinity value. This is MHC class I binding data. (1) The peptide sequence is GPAFVRTKL. The MHC is HLA-B40:01 with pseudo-sequence HLA-B40:01. The binding affinity (normalized) is 0.0847. (2) The peptide sequence is GYMFESKSM. The MHC is HLA-B40:01 with pseudo-sequence HLA-B40:01. The binding affinity (normalized) is 0.0847. (3) The peptide sequence is FSFFMNENF. The MHC is HLA-A80:01 with pseudo-sequence HLA-A80:01. The binding affinity (normalized) is 0.0847. (4) The peptide sequence is CERYGFPAS. The MHC is HLA-B51:01 with pseudo-sequence HLA-B51:01. The binding affinity (normalized) is 0.0847. (5) The peptide sequence is YQVLVMVPK. The MHC is HLA-A11:01 with pseudo-sequence HLA-A11:01. The binding affinity (normalized) is 0.872. (6) The peptide sequence is STGNYNYKY. The MHC is HLA-A03:01 with pseudo-sequence HLA-A03:01. The binding affinity (normalized) is 0.0831. (7) The peptide sequence is RTWFYRTEF. The binding affinity (normalized) is 0.0847. The MHC is HLA-B18:01 with pseudo-sequence HLA-B18:01. (8) The binding affinity (normalized) is 0.554. The MHC is Mamu-A2201 with pseudo-sequence Mamu-A2201. The peptide sequence is FPFIYAAAF.